This data is from Reaction yield outcomes from USPTO patents with 853,638 reactions. The task is: Predict the reaction yield, written as a fraction of the theoretical maximum amount of product (1.0 means a 100% yield; for example, 0.34 means a 34% yield). The reactants are [S:1]1[C:5]2[CH:6]=[CH:7][CH:8]=[CH:9][C:4]=2[N:3]=[C:2]1[C:10](=[C:13](SC)SC)[C:11]#[N:12].[CH2:18]([NH2:25])[C:19]1[CH:24]=[CH:23][CH:22]=[CH:21][CH:20]=1.O.[NH2:27][NH2:28]. The catalyst is C(O)C. The product is [S:1]1[C:5]2[CH:6]=[CH:7][CH:8]=[CH:9][C:4]=2[N:3]=[C:2]1[C:10]1[C:11]([NH2:12])=[N:27][NH:28][C:13]=1[NH:25][CH2:18][C:19]1[CH:24]=[CH:23][CH:22]=[CH:21][CH:20]=1. The yield is 0.530.